From a dataset of NCI-60 drug combinations with 297,098 pairs across 59 cell lines. Regression. Given two drug SMILES strings and cell line genomic features, predict the synergy score measuring deviation from expected non-interaction effect. Drug 1: C(CCl)NC(=O)N(CCCl)N=O. Drug 2: C(CN)CNCCSP(=O)(O)O. Cell line: KM12. Synergy scores: CSS=10.6, Synergy_ZIP=-2.44, Synergy_Bliss=2.16, Synergy_Loewe=-8.06, Synergy_HSA=-1.53.